This data is from Reaction yield outcomes from USPTO patents with 853,638 reactions. The task is: Predict the reaction yield, written as a fraction of the theoretical maximum amount of product (1.0 means a 100% yield; for example, 0.34 means a 34% yield). (1) The reactants are [CH3:1][O:2][C:3]([C:5]1([C:8]2[CH:13]=[CH:12][C:11]([O:14]C)=[C:10]([N+:16]([O-:18])=[O:17])[CH:9]=2)[CH2:7][CH2:6]1)=[O:4].B(Br)(Br)Br.O. The catalyst is C(Cl)Cl. The product is [CH3:1][O:2][C:3]([C:5]1([C:8]2[CH:13]=[CH:12][C:11]([OH:14])=[C:10]([N+:16]([O-:18])=[O:17])[CH:9]=2)[CH2:6][CH2:7]1)=[O:4]. The yield is 0.780. (2) The reactants are C(=O)([O-])[O-].[K+].[K+].[C:7]1([CH:14]=[CH:13][CH:12]=[C:10]([OH:11])[CH:9]=1)[OH:8].Br[CH2:16][C:17]([CH3:19])=[CH2:18].Cl. The catalyst is CN(C=O)C. The product is [CH3:18][C:17](=[CH2:16])[CH2:19][O:8][C:7]1[CH:9]=[C:10]([OH:11])[CH:12]=[CH:13][CH:14]=1. The yield is 0.390. (3) The reactants are C(Cl)(=O)C(Cl)=O.[CH3:7][O:8][C:9](=[O:25])[CH:10]([NH:18][C:19](=O)[CH2:20][CH2:21][S:22][CH3:23])[CH2:11][C:12]1[CH:17]=[CH:16][CH:15]=[CH:14][CH:13]=1.Cl. The catalyst is ClCCl. The product is [CH3:7][O:8][C:9]([CH:10]1[CH2:11][C:12]2[C:17](=[CH:16][CH:15]=[CH:14][CH:13]=2)[C:19]([CH2:20][CH2:21][S:22][CH3:23])=[N:18]1)=[O:25]. The yield is 0.380. (4) The reactants are [CH3:1][O:2][C:3](=[O:67])[NH:4][C@@H:5]([CH:64]([CH3:66])[CH3:65])[C:6]([N:8]1[CH2:12][CH2:11][CH2:10][C@H:9]1[C:13]1[NH:14][C:15]([C:18]2[CH:27]=[CH:26][C:25]3[C:20](=[CH:21][CH:22]=[C:23]([C:28]4[CH:33]=[CH:32][C:31]([C:34]5[NH:38][C:37]([C@@H:39]6[CH2:43][CH2:42][CH2:41][N:40]6[C:44](=[O:63])[C@@H:45]([NH:52]C(OCC6C=CC=CC=6)=O)[CH:46]6[CH2:51][CH2:50][S:49][CH2:48][CH2:47]6)=[N:36][CH:35]=5)=[CH:30][CH:29]=4)[CH:24]=3)[CH:19]=2)=[CH:16][N:17]=1)=[O:7].Br. The catalyst is C(#N)C.CC(O)=O. The product is [NH2:52][C@@H:45]([CH:46]1[CH2:47][CH2:48][S:49][CH2:50][CH2:51]1)[C:44]([N:40]1[CH2:41][CH2:42][CH2:43][C@H:39]1[C:37]1[NH:38][C:34]([C:31]2[CH:32]=[CH:33][C:28]([C:23]3[CH:24]=[C:25]4[C:20](=[CH:21][CH:22]=3)[CH:19]=[C:18]([C:15]3[NH:14][C:13]([C@@H:9]5[CH2:10][CH2:11][CH2:12][N:8]5[C:6](=[O:7])[C@@H:5]([NH:4][C:3](=[O:67])[O:2][CH3:1])[CH:64]([CH3:65])[CH3:66])=[N:17][CH:16]=3)[CH:27]=[CH:26]4)=[CH:29][CH:30]=2)=[CH:35][N:36]=1)=[O:63]. The yield is 0.850.